From a dataset of TCR-epitope binding with 47,182 pairs between 192 epitopes and 23,139 TCRs. Binary Classification. Given a T-cell receptor sequence (or CDR3 region) and an epitope sequence, predict whether binding occurs between them. (1) The epitope is YLNTLTLAV. The TCR CDR3 sequence is CASSLTRTNSPLHF. Result: 1 (the TCR binds to the epitope). (2) The epitope is AYAQKIFKI. The TCR CDR3 sequence is CASSLTGGFQETQYF. Result: 0 (the TCR does not bind to the epitope).